This data is from Forward reaction prediction with 1.9M reactions from USPTO patents (1976-2016). The task is: Predict the product of the given reaction. (1) Given the reactants Cl[C:2]1[CH:7]=[C:6]([CH2:8][CH3:9])[N:5]=[C:4]([C:10]2[CH:15]=[CH:14][CH:13]=[C:12]([Cl:16])[CH:11]=2)[N:3]=1.[NH2:17][C:18]1[CH:23]=[CH:22][C:21]([C:24]([CH3:29])([CH3:28])[C:25](N)=[O:26])=[CH:20][CH:19]=1.CN1[C:35](=[O:36])CCC1, predict the reaction product. The product is: [Cl:16][C:12]1[CH:11]=[C:10]([C:4]2[N:3]=[C:2]([NH:17][C:18]3[CH:23]=[CH:22][C:21]([C:24]([CH3:29])([CH3:28])[C:25]([O:36][CH3:35])=[O:26])=[CH:20][CH:19]=3)[CH:7]=[C:6]([CH2:8][CH3:9])[N:5]=2)[CH:15]=[CH:14][CH:13]=1. (2) The product is: [CH3:35][NH:36][C:30](=[O:31])[C@H:29]([O:28][C:26]1[CH:25]=[CH:24][CH:23]=[C:22]2[C:27]=1[C:18]([NH:17][C:13]1[CH:12]=[C:11]3[C:16](=[CH:15][CH:14]=1)[N:8]([CH2:7][C:2]1[CH:3]=[CH:4][CH:5]=[CH:6][N:1]=1)[N:9]=[CH:10]3)=[N:19][CH:20]=[N:21]2)[CH3:34]. Given the reactants [N:1]1[CH:6]=[CH:5][CH:4]=[CH:3][C:2]=1[CH2:7][N:8]1[C:16]2[C:11](=[CH:12][C:13]([NH:17][C:18]3[C:27]4[C:22](=[CH:23][CH:24]=[CH:25][C:26]=4[O:28][C@H:29]([CH3:34])[C:30](OC)=[O:31])[N:21]=[CH:20][N:19]=3)=[CH:14][CH:15]=2)[CH:10]=[N:9]1.[CH3:35][NH2:36], predict the reaction product. (3) Given the reactants [CH:1]([O:4][P:5]([C:11]([P:21](=[O:30])([O:26][CH:27]([CH3:29])[CH3:28])[O:22][CH:23]([CH3:25])[CH3:24])([F:20])[CH2:12][C:13]1[CH:14]=[N:15][CH:16]=[C:17](Br)[CH:18]=1)(=[O:10])[O:6][CH:7]([CH3:9])[CH3:8])([CH3:3])[CH3:2].[NH:31]1[C:39]2[C:34](=[CH:35][C:36](B(O)O)=[CH:37][CH:38]=2)[CH:33]=[N:32]1.C(=O)([O-])[O-].[K+].[K+], predict the reaction product. The product is: [CH:1]([O:4][P:5]([C:11]([P:21](=[O:30])([O:26][CH:27]([CH3:29])[CH3:28])[O:22][CH:23]([CH3:25])[CH3:24])([F:20])[CH2:12][C:13]1[CH:14]=[N:15][CH:16]=[C:17]([C:36]2[CH:35]=[C:34]3[C:39](=[CH:38][CH:37]=2)[NH:31][N:32]=[CH:33]3)[CH:18]=1)(=[O:10])[O:6][CH:7]([CH3:9])[CH3:8])([CH3:3])[CH3:2]. (4) Given the reactants [NH2:1][C:2]1[N:7]=[CH:6][N:5]=[C:4]2[N:8]([CH:12]3[CH2:17][CH2:16][N:15]([C:18]([O:20][CH2:21][C:22]4[CH:27]=[CH:26][CH:25]=[CH:24][CH:23]=4)=[O:19])[CH2:14][CH2:13]3)[N:9]=[C:10](I)[C:3]=12.[CH3:28][O:29][C:30]1[CH:35]=[C:34](B2OC(C)(C)C(C)(C)O2)[CH:33]=[CH:32][C:31]=1[NH:45][C:46](=[O:52])[O:47][C:48]([CH3:51])([CH3:50])[CH3:49].C(=O)([O-])[O-].[Na+].[Na+], predict the reaction product. The product is: [NH2:1][C:2]1[N:7]=[CH:6][N:5]=[C:4]2[N:8]([CH:12]3[CH2:17][CH2:16][N:15]([C:18]([O:20][CH2:21][C:22]4[CH:27]=[CH:26][CH:25]=[CH:24][CH:23]=4)=[O:19])[CH2:14][CH2:13]3)[N:9]=[C:10]([C:34]3[CH:33]=[CH:32][C:31]([NH:45][C:46]([O:47][C:48]([CH3:49])([CH3:50])[CH3:51])=[O:52])=[C:30]([O:29][CH3:28])[CH:35]=3)[C:3]=12.